Dataset: Catalyst prediction with 721,799 reactions and 888 catalyst types from USPTO. Task: Predict which catalyst facilitates the given reaction. (1) Reactant: [H-].[Na+].CN(C)[CH:5]=[O:6].[OH:8][C:9]1[CH:10]=[N:11][CH:12]=[CH:13][CH:14]=1.Cl[C:16]1[CH:21]=[CH:20][C:19](C=O)=[CH:18][N:17]=1. Product: [N:11]1[CH:12]=[CH:13][CH:14]=[C:9]([O:8][C:18]2[N:17]=[C:16]([CH:5]=[O:6])[CH:21]=[CH:20][CH:19]=2)[CH:10]=1. The catalyst class is: 6. (2) Reactant: C[O:2][C:3]1[CH:28]=[CH:27][C:6]([CH2:7][C@@H:8]([CH2:12][CH2:13][C@H:14]([CH2:18][C:19]2[CH:24]=[CH:23][C:22]([O:25]C)=[CH:21][CH:20]=2)[C:15]([OH:17])=[O:16])[C:9]([OH:11])=[O:10])=[CH:5][CH:4]=1.Br. Product: [OH:2][C:3]1[CH:28]=[CH:27][C:6]([CH2:7][C@@H:8]([CH2:12][CH2:13][C@H:14]([CH2:18][C:19]2[CH:20]=[CH:21][C:22]([OH:25])=[CH:23][CH:24]=2)[C:15]([OH:17])=[O:16])[C:9]([OH:11])=[O:10])=[CH:5][CH:4]=1. The catalyst class is: 15. (3) Product: [Br:22][CH2:20][C:19]([C:7]1[CH:8]=[C:9]([N:13]2[CH2:14][CH2:15][O:16][CH2:17][CH2:18]2)[C:10]([O:11][CH3:12])=[C:5]([C:1]([CH3:4])([CH3:2])[CH3:3])[CH:6]=1)=[O:21]. Reactant: [C:1]([C:5]1[CH:6]=[C:7]([C:19](=[O:21])[CH3:20])[CH:8]=[C:9]([N:13]2[CH2:18][CH2:17][O:16][CH2:15][CH2:14]2)[C:10]=1[O:11][CH3:12])([CH3:4])([CH3:3])[CH3:2].[Br:22]N1C(=O)CCC1=O.CCOCC. The catalyst class is: 571. (4) Reactant: [Se-2:1].[Na+].[Na+].CSC([S:12][CH3:13])=C(C#N)C#N.CCC([N:18]1C(=O)[NH:23][C:22]([CH3:26])=[C:21](Br)[C:19]1=O)C.ClCC(O[CH2:33][CH3:34])=O.[CH3:35][O-].[Na+].CN([CH:41]=[O:42])C. Product: [NH2:23][C:22]1[C:21]([C:19]#[N:18])=[C:33]([CH3:34])[Se:1][C:26]=1[C:13]([O:42][CH2:41][CH3:35])=[S:12]. The catalyst class is: 24.